The task is: Predict the reaction yield, written as a fraction of the theoretical maximum amount of product (1.0 means a 100% yield; for example, 0.34 means a 34% yield).. This data is from Reaction yield outcomes from USPTO patents with 853,638 reactions. The reactants are Br[C:2]1[CH:7]=[CH:6][C:5]([N+:8]([O-:10])=[O:9])=[CH:4][C:3]=1[NH2:11].C1(P(C2CCCCC2)C2C=CC=CC=2C2C(C(C)C)=CC(C(C)C)=CC=2C(C)C)CCCCC1.[CH3:46][O:47][CH:48]([O:56][CH3:57])[CH2:49][C:50]#[C:51][C:52]([CH3:55])([CH3:54])[CH3:53].C1(N(C2CCCCC2)C)CCCCC1. The catalyst is C1C=CC(/C=C/C(/C=C/C2C=CC=CC=2)=O)=CC=1.C1C=CC(/C=C/C(/C=C/C2C=CC=CC=2)=O)=CC=1.C1C=CC(/C=C/C(/C=C/C2C=CC=CC=2)=O)=CC=1.[Pd].[Pd].CN(C)C=O. The product is [C:52]([C:51]1[NH:11][C:3]2[C:2]([C:50]=1[CH2:49][CH:48]([O:56][CH3:57])[O:47][CH3:46])=[CH:7][CH:6]=[C:5]([N+:8]([O-:10])=[O:9])[CH:4]=2)([CH3:55])([CH3:53])[CH3:54]. The yield is 0.200.